Task: Predict the reactants needed to synthesize the given product.. Dataset: Full USPTO retrosynthesis dataset with 1.9M reactions from patents (1976-2016) (1) Given the product [F:1][C:2]1[CH:7]=[CH:6][CH:5]=[C:4]([I:8])[C:3]=1[CH2:9][C:10]([N:23]([C@H:14]([CH3:13])[C@H:15]([OH:22])[C:16]1[CH:21]=[CH:20][CH:19]=[CH:18][CH:17]=1)[CH3:24])=[O:12], predict the reactants needed to synthesize it. The reactants are: [F:1][C:2]1[CH:7]=[CH:6][CH:5]=[C:4]([I:8])[C:3]=1[CH2:9][C:10]([OH:12])=O.[CH3:13][C@@H:14]([NH:23][CH3:24])[C@H:15]([OH:22])[C:16]1[CH:21]=[CH:20][CH:19]=[CH:18][CH:17]=1.CN1CCOCC1.CN(C(ON1N=NC2C=CC=NC1=2)=[N+](C)C)C.F[P-](F)(F)(F)(F)F. (2) Given the product [C:12]([C:15]1[CH:16]=[CH:17][C:18]([NH:21][CH2:22][C:23]2[N:27]([CH3:28])[C:26]3[CH:29]=[CH:30][C:31]([C@@:33]([NH:42][CH2:43][C:44]([OH:46])=[O:45])([C:35]([N:37]4[CH2:41][CH2:40][CH2:39][CH2:38]4)=[O:36])[CH3:34])=[CH:32][C:25]=3[N:24]=2)=[CH:19][CH:20]=1)(=[NH:13])[NH2:14], predict the reactants needed to synthesize it. The reactants are: C1(C)C=CC(S(O)(=O)=O)=CC=1.[C:12]([C:15]1[CH:20]=[CH:19][C:18]([NH:21][CH2:22][C:23]2[N:27]([CH3:28])[C:26]3[CH:29]=[CH:30][C:31]([C@@:33]([NH:42][CH2:43][C:44]([O:46]CC)=[O:45])([C:35]([N:37]4[CH2:41][CH2:40][CH2:39][CH2:38]4)=[O:36])[CH3:34])=[CH:32][C:25]=3[N:24]=2)=[CH:17][CH:16]=1)(=[NH:14])[NH2:13].[OH-].[K+].O.C1(C)C=CC(S(O)(=O)=O)=CC=1. (3) Given the product [CH3:1][O:2][C:3]1[CH:22]=[CH:21][C:6]([CH2:7][N:8]2[C:12]([NH2:13])=[C:11]([C:14]3[CH:15]=[N:16][C:17]([O:24][CH3:23])=[CH:18][CH:19]=3)[CH:10]=[N:9]2)=[CH:5][CH:4]=1, predict the reactants needed to synthesize it. The reactants are: [CH3:1][O:2][C:3]1[CH:22]=[CH:21][C:6]([CH2:7][N:8]2[C:12]([NH2:13])=[C:11]([C:14]3[CH:15]=[N:16][C:17](F)=[CH:18][CH:19]=3)[CH:10]=[N:9]2)=[CH:5][CH:4]=1.[CH3:23][O-:24].[Na+]. (4) Given the product [Br-:1].[C:10]([O:14][C:15]([NH:17][CH:18]([C:30]1[CH:35]=[CH:34][CH:33]=[CH:32][CH:31]=1)[C:19]([O:21][C@@H:22]1[CH:27]2[CH2:28][CH2:29][N+:24]([CH2:2][C:3](=[O:4])[C:5]3[CH:9]=[CH:8][S:7][CH:6]=3)([CH2:25][CH2:26]2)[CH2:23]1)=[O:20])=[O:16])([CH3:13])([CH3:11])[CH3:12], predict the reactants needed to synthesize it. The reactants are: [Br:1][CH2:2][C:3]([C:5]1[CH:9]=[CH:8][S:7][CH:6]=1)=[O:4].[C:10]([O:14][C:15]([NH:17][CH:18]([C:30]1[CH:35]=[CH:34][CH:33]=[CH:32][CH:31]=1)[C:19]([O:21][C@@H:22]1[CH:27]2[CH2:28][CH2:29][N:24]([CH2:25][CH2:26]2)[CH2:23]1)=[O:20])=[O:16])([CH3:13])([CH3:12])[CH3:11].CCOCC. (5) Given the product [CH3:1][O:2][C:3](=[O:23])[CH:4]([CH2:18][CH2:19][CH2:20][CH2:21][NH:22][C:29]([CH:28]1[CH2:32][CH2:33][CH2:34][N:27]1[C:24](=[O:26])[CH3:25])=[O:30])[C:5]1[C:13]2[C:8](=[CH:9][CH:10]=[CH:11][CH:12]=2)[N:7]([C:14]([O:16][CH3:17])=[O:15])[CH:6]=1, predict the reactants needed to synthesize it. The reactants are: [CH3:1][O:2][C:3](=[O:23])[CH:4]([CH2:18][CH2:19][CH2:20][CH2:21][NH2:22])[C:5]1[C:13]2[C:8](=[CH:9][CH:10]=[CH:11][CH:12]=2)[N:7]([C:14]([O:16][CH3:17])=[O:15])[CH:6]=1.[C:24]([N:27]1[CH2:34][CH2:33][CH2:32][C@H:28]1[C:29](O)=[O:30])(=[O:26])[CH3:25].ON1C(=O)CCC1=O.C1(N=C=NC2CCCCC2)CCCCC1. (6) Given the product [C:23]([C:24]1[O:1][N:2]=[C:3]([CH2:4][CH2:5][C@@:6]([CH3:21])([S:17]([CH3:20])(=[O:18])=[O:19])[C:7]([O:9][CH2:10][C:11]2[CH:16]=[CH:15][CH:14]=[CH:13][CH:12]=2)=[O:8])[CH:25]=1)#[CH:22], predict the reactants needed to synthesize it. The reactants are: [OH:1][N:2]=[CH:3][CH2:4][CH2:5][C@@:6]([CH3:21])([S:17]([CH3:20])(=[O:19])=[O:18])[C:7]([O:9][CH2:10][C:11]1[CH:16]=[CH:15][CH:14]=[CH:13][CH:12]=1)=[O:8].[C:22]([Si](C)(C)C)#[C:23][C:24]#[CH:25]. (7) Given the product [CH2:1]([P:5]([CH2:8][CH:9]([CH3:11])[CH3:10])(=[O:7])[OH:6])[CH2:2][CH2:3][CH3:4], predict the reactants needed to synthesize it. The reactants are: [CH2:1]([P:5]([OH:7])[OH:6])[CH2:2][CH2:3][CH3:4].[CH2:8]=[C:9]([CH3:11])[CH3:10].CC(N=NC(C#N)(C)C)(C#N)C.